This data is from Catalyst prediction with 721,799 reactions and 888 catalyst types from USPTO. The task is: Predict which catalyst facilitates the given reaction. Reactant: [Cl:1][C:2]1[CH:3]=[C:4]2[O:8][C:7]([CH3:9])=[C:6]([CH3:10])[C:5]2=[C:11]([C:13](OC(C(=O)C)C)=[O:14])[CH:12]=1.CC(C[AlH]CC(C)C)C.[Na+].[Cl-]. Product: [Cl:1][C:2]1[CH:12]=[C:11]([CH2:13][OH:14])[C:5]2[C:6]([CH3:10])=[C:7]([CH3:9])[O:8][C:4]=2[CH:3]=1. The catalyst class is: 2.